From a dataset of Full USPTO retrosynthesis dataset with 1.9M reactions from patents (1976-2016). Predict the reactants needed to synthesize the given product. Given the product [Br:1][C:2]1[CH:3]=[N:4][C:5]2[N:6]([C:10]([CH:11]([CH3:13])[CH3:12])=[N:9][N:8]=2)[CH:7]=1, predict the reactants needed to synthesize it. The reactants are: [Br:1][C:2]1[CH:3]=[N:4][C:5]([NH:8][NH2:9])=[N:6][CH:7]=1.[CH:10](=O)[CH:11]([CH3:13])[CH3:12].C(O)(=O)C.C(O)(=O)C.IC1C=CC=CC=1.